Dataset: Forward reaction prediction with 1.9M reactions from USPTO patents (1976-2016). Task: Predict the product of the given reaction. Given the reactants C1(P([C:14]2[CH:19]=[CH:18][CH:17]=[CH:16][CH:15]=2)C2C=CC=CC=2)C=CC=CC=1.BrCC[CH2:23][OH:24].N(C(OC(C)C)=O)=NC(O[CH:30](C)[CH3:31])=O.[Br-].[CH2:40]([NH:48][CH2:49][CH2:50][C:51]1[CH:56]=[CH:55][CH:54]=[CH:53][CH:52]=1)[CH2:41][C:42]1[CH:47]=[CH:46][CH:45]=[CH:44]C=1.[CH3:57][O:58][C:59]1[CH:66]=[CH:65][C:62](C=O)=[CH:61][CH:60]=1.[C:67]([O:70][BH-](OC(=O)C)OC(=O)C)(=[O:69])[CH3:68].[Na+], predict the reaction product. The product is: [C:51]1([CH:50]([C:14]2[CH:15]=[CH:16][CH:17]=[CH:18][CH:19]=2)[CH2:49][N:48]([CH2:40][C:41]2[CH:42]=[CH:47][C:46]([O:24][CH3:23])=[CH:45][CH:44]=2)[CH:30]([CH3:31])[CH2:57][O:58][C:59]2[CH:60]=[C:61]([CH2:68][C:67]([OH:70])=[O:69])[CH:62]=[CH:65][CH:66]=2)[CH:52]=[CH:53][CH:54]=[CH:55][CH:56]=1.